Dataset: Peptide-MHC class I binding affinity with 185,985 pairs from IEDB/IMGT. Task: Regression. Given a peptide amino acid sequence and an MHC pseudo amino acid sequence, predict their binding affinity value. This is MHC class I binding data. (1) The peptide sequence is SLLVIWILI. The binding affinity (normalized) is 0.250. The MHC is HLA-A02:01 with pseudo-sequence HLA-A02:01. (2) The peptide sequence is IAIFNNRNL. The MHC is HLA-A02:02 with pseudo-sequence HLA-A02:02. The binding affinity (normalized) is 0.156. (3) The peptide sequence is VTCAMFTCK. The MHC is HLA-A03:01 with pseudo-sequence HLA-A03:01. The binding affinity (normalized) is 0.396. (4) The peptide sequence is GVEDTESIER. The MHC is HLA-A33:01 with pseudo-sequence HLA-A33:01. The binding affinity (normalized) is 0.398.